Dataset: Forward reaction prediction with 1.9M reactions from USPTO patents (1976-2016). Task: Predict the product of the given reaction. Given the reactants [S:1]1[C:5]2[CH:6]=[CH:7][CH:8]=[CH:9][C:4]=2[C:3]([N:10]2[CH2:15][CH2:14][N:13]([CH2:16][CH2:17][C:18]3[CH:19]=[C:20]([NH2:24])[CH:21]=[CH:22][CH:23]=3)[CH2:12][CH2:11]2)=[N:2]1.[CH3:25][C:26]([CH3:31])=[CH:27][C:28](Cl)=[O:29], predict the reaction product. The product is: [S:1]1[C:5]2[CH:6]=[CH:7][CH:8]=[CH:9][C:4]=2[C:3]([N:10]2[CH2:11][CH2:12][N:13]([CH2:16][CH2:17][C:18]3[CH:19]=[C:20]([NH:24][C:28](=[O:29])[CH:27]=[C:26]([CH3:31])[CH3:25])[CH:21]=[CH:22][CH:23]=3)[CH2:14][CH2:15]2)=[N:2]1.